This data is from NCI-60 drug combinations with 297,098 pairs across 59 cell lines. The task is: Regression. Given two drug SMILES strings and cell line genomic features, predict the synergy score measuring deviation from expected non-interaction effect. (1) Drug 2: C1CN1C2=NC(=NC(=N2)N3CC3)N4CC4. Cell line: DU-145. Synergy scores: CSS=80.5, Synergy_ZIP=-1.78, Synergy_Bliss=-3.50, Synergy_Loewe=-9.56, Synergy_HSA=-0.442. Drug 1: CC=C1C(=O)NC(C(=O)OC2CC(=O)NC(C(=O)NC(CSSCCC=C2)C(=O)N1)C(C)C)C(C)C. (2) Drug 2: C1=NNC2=C1C(=O)NC=N2. Cell line: CAKI-1. Drug 1: CC12CCC(CC1=CCC3C2CCC4(C3CC=C4C5=CN=CC=C5)C)O. Synergy scores: CSS=12.2, Synergy_ZIP=-5.33, Synergy_Bliss=-4.62, Synergy_Loewe=-2.67, Synergy_HSA=-1.76.